This data is from Forward reaction prediction with 1.9M reactions from USPTO patents (1976-2016). The task is: Predict the product of the given reaction. (1) Given the reactants C(=O)([O-])[O-].[Cs+].[Cs+].Br[CH2:8][CH2:9]Br.[Cl:11][C:12]1[N:13]=[C:14]([Cl:25])[C:15]2[CH:20]=[C:19]([C:21]([OH:24])([CH3:23])[CH3:22])[NH:18][C:16]=2[N:17]=1, predict the reaction product. The product is: [Cl:25][C:14]1[C:15]2[CH:20]=[C:19]3[N:18]([CH2:8][CH2:9][O:24][C:21]3([CH3:22])[CH3:23])[C:16]=2[N:17]=[C:12]([Cl:11])[N:13]=1. (2) Given the reactants [CH2:1]([O:3][C:4](=[O:18])[CH2:5][NH:6][C:7]1[CH:12]=[CH:11][CH:10]=[C:9]([O:13][C:14]([F:17])([F:16])[F:15])[CH:8]=1)[CH3:2].[CH2:19]=O.[CH:21]([S:23]([C:26]1[CH:31]=[CH:30][CH:29]=[CH:28][C:27]=1[C:32]([F:35])([F:34])[F:33])(=[O:25])=[O:24])=[CH2:22], predict the reaction product. The product is: [CH2:1]([O:3][C:4]([CH:5]1[CH2:19][CH:21]([S:23]([C:26]2[CH:31]=[CH:30][CH:29]=[CH:28][C:27]=2[C:32]([F:33])([F:35])[F:34])(=[O:24])=[O:25])[CH2:22][N:6]1[C:7]1[CH:12]=[CH:11][CH:10]=[C:9]([O:13][C:14]([F:15])([F:17])[F:16])[CH:8]=1)=[O:18])[CH3:2].